From a dataset of NCI-60 drug combinations with 297,098 pairs across 59 cell lines. Regression. Given two drug SMILES strings and cell line genomic features, predict the synergy score measuring deviation from expected non-interaction effect. (1) Drug 1: C1CCN(CC1)CCOC2=CC=C(C=C2)C(=O)C3=C(SC4=C3C=CC(=C4)O)C5=CC=C(C=C5)O. Drug 2: C1CN1P(=S)(N2CC2)N3CC3. Cell line: MALME-3M. Synergy scores: CSS=-0.348, Synergy_ZIP=-1.71, Synergy_Bliss=0.618, Synergy_Loewe=-4.78, Synergy_HSA=-2.68. (2) Drug 1: C1=CC(=C2C(=C1NCCNCCO)C(=O)C3=C(C=CC(=C3C2=O)O)O)NCCNCCO. Drug 2: C1C(C(OC1N2C=C(C(=O)NC2=O)F)CO)O. Cell line: TK-10. Synergy scores: CSS=51.9, Synergy_ZIP=-4.19, Synergy_Bliss=-6.09, Synergy_Loewe=-2.48, Synergy_HSA=0.942. (3) Drug 1: CC1=C(C=C(C=C1)C(=O)NC2=CC(=CC(=C2)C(F)(F)F)N3C=C(N=C3)C)NC4=NC=CC(=N4)C5=CN=CC=C5. Drug 2: CCC1(CC2CC(C3=C(CCN(C2)C1)C4=CC=CC=C4N3)(C5=C(C=C6C(=C5)C78CCN9C7C(C=CC9)(C(C(C8N6C)(C(=O)OC)O)OC(=O)C)CC)OC)C(=O)OC)O.OS(=O)(=O)O. Cell line: SK-OV-3. Synergy scores: CSS=-2.20, Synergy_ZIP=0.362, Synergy_Bliss=-3.45, Synergy_Loewe=-15.6, Synergy_HSA=-7.64. (4) Drug 1: CCC1(CC2CC(C3=C(CCN(C2)C1)C4=CC=CC=C4N3)(C5=C(C=C6C(=C5)C78CCN9C7C(C=CC9)(C(C(C8N6C=O)(C(=O)OC)O)OC(=O)C)CC)OC)C(=O)OC)O.OS(=O)(=O)O. Drug 2: C1=NNC2=C1C(=O)NC=N2. Cell line: NCI-H460. Synergy scores: CSS=-0.808, Synergy_ZIP=1.30, Synergy_Bliss=3.23, Synergy_Loewe=-1.31, Synergy_HSA=-0.841. (5) Drug 1: C1CC(C1)(C(=O)O)C(=O)O.[NH2-].[NH2-].[Pt+2]. Drug 2: CC1=C2C(C(=O)C3(C(CC4C(C3C(C(C2(C)C)(CC1OC(=O)C(C(C5=CC=CC=C5)NC(=O)OC(C)(C)C)O)O)OC(=O)C6=CC=CC=C6)(CO4)OC(=O)C)O)C)O. Cell line: SW-620. Synergy scores: CSS=16.9, Synergy_ZIP=-4.69, Synergy_Bliss=-1.06, Synergy_Loewe=-0.467, Synergy_HSA=-0.507. (6) Drug 1: CC12CCC(CC1=CCC3C2CCC4(C3CC=C4C5=CN=CC=C5)C)O. Drug 2: C(CC(=O)O)C(=O)CN.Cl. Cell line: NCIH23. Synergy scores: CSS=8.00, Synergy_ZIP=-4.95, Synergy_Bliss=-4.52, Synergy_Loewe=-4.43, Synergy_HSA=-4.24. (7) Drug 1: CCCS(=O)(=O)NC1=C(C(=C(C=C1)F)C(=O)C2=CNC3=C2C=C(C=N3)C4=CC=C(C=C4)Cl)F. Drug 2: CN(C)C1=NC(=NC(=N1)N(C)C)N(C)C. Cell line: EKVX. Synergy scores: CSS=-4.54, Synergy_ZIP=2.13, Synergy_Bliss=-1.53, Synergy_Loewe=-3.49, Synergy_HSA=-4.36.